This data is from Retrosynthesis with 50K atom-mapped reactions and 10 reaction types from USPTO. The task is: Predict the reactants needed to synthesize the given product. (1) The reactants are: COc1cc2c(c(Cl)c1Cl)C(=O)C(c1ccccc1)C2. Given the product O=C1c2c(cc(O)c(Cl)c2Cl)CC1c1ccccc1, predict the reactants needed to synthesize it. (2) Given the product CCCCCC1CCc2c(I)c(O)c(F)c(F)c2O1, predict the reactants needed to synthesize it. The reactants are: CCCCCC1CCc2c(I)c(OCOC)c(F)c(F)c2O1. (3) Given the product CCC(C)N(C)C(=O)c1cc2ccccc2c(-c2ccccc2F)n1, predict the reactants needed to synthesize it. The reactants are: CCC(C)NC.O=C(O)c1cc2ccccc2c(-c2ccccc2F)n1. (4) Given the product CCCCOc1nc(N)c2nc(OC)n(CCCCBr)c2n1, predict the reactants needed to synthesize it. The reactants are: BrCCCCBr.CCCCOc1nc(N)c2nc(OC)[nH]c2n1.